The task is: Predict the reaction yield, written as a fraction of the theoretical maximum amount of product (1.0 means a 100% yield; for example, 0.34 means a 34% yield).. This data is from Reaction yield outcomes from USPTO patents with 853,638 reactions. (1) The reactants are [C:1]1([C:7]2[NH:8][CH:9]=[C:10]([CH:12]=[O:13])[N:11]=2)[CH:6]=[CH:5][CH:4]=[CH:3][CH:2]=1.[H-].[Na+].[F:16][C:17]1[CH:22]=[CH:21][CH:20]=[C:19]([F:23])[C:18]=1[S:24](Cl)(=[O:26])=[O:25].O. The catalyst is O1CCCC1. The product is [F:16][C:17]1[CH:22]=[CH:21][CH:20]=[C:19]([F:23])[C:18]=1[S:24]([N:8]1[CH:9]=[C:10]([CH:12]=[O:13])[N:11]=[C:7]1[C:1]1[CH:2]=[CH:3][CH:4]=[CH:5][CH:6]=1)(=[O:26])=[O:25]. The yield is 0.670. (2) The reactants are [H-].[Na+].[O:3]=[C:4]1[CH2:12][C:11]2[C:6](=[CH:7][CH:8]=[C:9]([C:13]#[N:14])[CH:10]=2)[NH:5]1.Cl[C:16]1[N:21]=[CH:20][C:19]([S:22]([N:25]2[CH2:30][CH2:29][N:28]([CH3:31])[CH2:27][CH2:26]2)(=[O:24])=[O:23])=[CH:18][CH:17]=1. The catalyst is CN(C)C=O. The product is [OH:3][C:4]1[NH:5][C:6]2[C:11]([C:12]=1[C:16]1[CH:17]=[CH:18][C:19]([S:22]([N:25]3[CH2:30][CH2:29][N:28]([CH3:31])[CH2:27][CH2:26]3)(=[O:24])=[O:23])=[CH:20][N:21]=1)=[CH:10][C:9]([C:13]#[N:14])=[CH:8][CH:7]=2. The yield is 0.100. (3) The reactants are C[N:2]([CH:4]=O)[CH3:3].[CH3:6][O:7][C:8](=[O:27])[C:9]1C=[CH:13][CH:12]=[C:11]([C:15]([F:18])([F:17])[F:16])[C:10]=1NC(OC(C)(C)C)=O.BrC[CH2:30][CH2:31][C:32]([O:34][CH3:35])=[O:33].[C:36](=[O:39])([O-:38])[O-].[Cs+].[Cs+].[C:42](OCC)(=O)[CH3:42].[CH3:51][CH2:52][CH2:53][CH2:51][CH2:52][CH3:53]. The catalyst is C(OCC)(=O)C.O. The product is [CH3:6][O:7][C:8](=[O:27])[C:9]1[CH:10]=[C:11]([C:15]([F:16])([F:17])[F:18])[CH:12]=[CH:13][C:3]=1[N:2]([C:36]([O:38][C:52]([CH3:51])([CH3:53])[CH3:42])=[O:39])[CH2:4][CH2:30][CH2:31][C:32]([O:34][CH3:35])=[O:33]. The yield is 0.970. (4) The reactants are [F:1][CH:2]([F:15])[CH2:3][O:4][C:5]1[CH:10]=[CH:9][C:8]([CH2:11][C:12]([OH:14])=[O:13])=[CH:7][CH:6]=1.C[Si]([N-][Si](C)(C)C)(C)C.[Na+].[Cl:26][CH2:27][CH2:28][CH2:29][CH2:30]I. No catalyst specified. The product is [Cl:26][CH2:27][CH2:28][CH2:29][CH2:30][CH:11]([C:8]1[CH:7]=[CH:6][C:5]([O:4][CH2:3][CH:2]([F:15])[F:1])=[CH:10][CH:9]=1)[C:12]([OH:14])=[O:13]. The yield is 0.770.